Dataset: Forward reaction prediction with 1.9M reactions from USPTO patents (1976-2016). Task: Predict the product of the given reaction. (1) The product is: [Cl:1][C:2]1[CH:7]=[CH:6][C:5]([C:8]2[NH:9][CH:10]=[C:11]([C:13]([OH:15])=[O:14])[N:12]=2)=[C:4]([F:18])[CH:3]=1. Given the reactants [Cl:1][C:2]1[CH:7]=[CH:6][C:5]([C:8]2[NH:9][CH:10]=[C:11]([C:13]([O:15]CC)=[O:14])[N:12]=2)=[C:4]([F:18])[CH:3]=1.[OH-].[Na+].Cl, predict the reaction product. (2) Given the reactants [CH2:1]([O:3][C:4]([CH:6]1[CH2:8][CH:7]1[C:9]1[CH:10]=[C:11]2[CH:17]=[CH:16][N:15](S(C3C=CC(C)=CC=3)(=O)=O)[C:12]2=[N:13][CH:14]=1)=[O:5])[CH3:2].[O-]CC.[Na+].[Cl-].[NH4+], predict the reaction product. The product is: [CH2:1]([O:3][C:4]([CH:6]1[CH2:8][CH:7]1[C:9]1[CH:10]=[C:11]2[CH:17]=[CH:16][NH:15][C:12]2=[N:13][CH:14]=1)=[O:5])[CH3:2]. (3) The product is: [Cl:1][C:2]1[CH:18]=[CH:17][C:5]2[S:6][C:7]([C:10]3[CH:20]=[CH:12][N:13]=[CH:14][CH:15]=3)=[C:8]([CH3:9])[C:4]=2[CH:3]=1. Given the reactants [Cl:1][C:2]1[CH:18]=[CH:17][C:5]2[S:6][C:7]([C:10]3[CH:15]=[CH:14][N:13]=[C:12](N)N=3)=[C:8]([CH3:9])[C:4]=2[CH:3]=1.Br[C:20]1C=CN=CC=1.ClC1N=C(Cl)C=CN=1, predict the reaction product. (4) Given the reactants [CH3:1][C:2]([C:12]1[C:20]2[O:19][CH2:18][CH2:17][C:16]=2[CH:15]=[CH:14][CH:13]=1)([CH3:11])[CH2:3][C:4]1([C:7]([F:10])([F:9])[F:8])[CH2:6][O:5]1.[CH2:21]([C:23]1[N:28]=[C:27]2[N:29]([C:32]3[CH:37]=[CH:36][CH:35]=[CH:34][CH:33]=3)[N:30]=[CH:31][C:26]2=[C:25]([NH2:38])[N:24]=1)[CH3:22], predict the reaction product. The product is: [O:19]1[C:20]2[C:12]([C:2]([CH3:1])([CH3:11])[CH2:3][C:4]([CH2:6][NH:38][C:25]3[N:24]=[C:23]([CH2:21][CH3:22])[N:28]=[C:27]4[N:29]([C:32]5[CH:37]=[CH:36][CH:35]=[CH:34][CH:33]=5)[N:30]=[CH:31][C:26]=34)([OH:5])[C:7]([F:8])([F:9])[F:10])=[CH:13][CH:14]=[CH:15][C:16]=2[CH2:17][CH2:18]1. (5) The product is: [Cl:1][C:2]1[CH:3]=[C:4]([CH:5]=[CH:6][C:7]=1[CH2:8][OH:9])[O:10][C:18]1[CH:17]=[CH:16][C:15]([S:20]([NH:23][C:24]2[CH:29]=[CH:28][C:27]([F:30])=[CH:26][N:25]=2)(=[O:21])=[O:22])=[CH:14][C:13]=1[C:11]#[N:12]. Given the reactants [Cl:1][C:2]1[CH:3]=[C:4]([OH:10])[CH:5]=[CH:6][C:7]=1[CH2:8][OH:9].[C:11]([C:13]1[CH:14]=[C:15]([S:20]([N:23](CC2C=CC(OC)=CC=2OC)[C:24]2[CH:29]=[CH:28][C:27]([F:30])=[CH:26][N:25]=2)(=[O:22])=[O:21])[CH:16]=[CH:17][C:18]=1F)#[N:12].C(=O)([O-])[O-].[K+].[K+].C(O)(C(F)(F)F)=O, predict the reaction product. (6) Given the reactants [NH2:1][C:2]1[CH:3]=[CH:4][C:5]([N:10]2[CH2:15][CH2:14][N:13]([CH:16]([C:24]3[CH:29]=[CH:28][C:27]([F:30])=[CH:26][CH:25]=3)[C:17]3[CH:22]=[CH:21][C:20]([F:23])=[CH:19][CH:18]=3)[CH2:12][CH2:11]2)=[C:6]([CH:9]=1)[C:7]#[N:8].[CH3:31][C:32]1[C:36]([N:37]=[C:38]=[O:39])=[C:35]([CH3:40])[O:34][N:33]=1, predict the reaction product. The product is: [F:30][C:27]1[CH:26]=[CH:25][C:24]([CH:16]([C:17]2[CH:18]=[CH:19][C:20]([F:23])=[CH:21][CH:22]=2)[N:13]2[CH2:14][CH2:15][N:10]([C:5]3[CH:4]=[CH:3][C:2]([NH:1][C:38]([NH:37][C:36]4[C:32]([CH3:31])=[N:33][O:34][C:35]=4[CH3:40])=[O:39])=[CH:9][C:6]=3[C:7]#[N:8])[CH2:11][CH2:12]2)=[CH:29][CH:28]=1. (7) Given the reactants [CH3:1][O:2][C:3]1[CH:8]=[CH:7][C:6]([N+:9]([O-:11])=[O:10])=[CH:5][C:4]=1[OH:12].[OH-].[Na+].Br[CH2:16][CH2:17][CH2:18][Cl:19], predict the reaction product. The product is: [Cl:19][CH2:18][CH2:17][CH2:16][O:12][C:4]1[CH:5]=[C:6]([N+:9]([O-:11])=[O:10])[CH:7]=[CH:8][C:3]=1[O:2][CH3:1]. (8) Given the reactants Cl.[F:2][C:3]([F:16])([F:15])[CH2:4][O:5][C:6]1[N:11]=[CH:10][C:9]([CH:12]([NH2:14])[CH3:13])=[CH:8][CH:7]=1.C(N(CC)C(C)C)(C)C.[O:26]1[C:30]2[CH:31]=[CH:32][CH:33]=[CH:34][C:29]=2[C:28]([C:35](Cl)=[O:36])=[N:27]1, predict the reaction product. The product is: [F:16][C:3]([F:2])([F:15])[CH2:4][O:5][C:6]1[N:11]=[CH:10][C:9]([CH:12]([NH:14][C:35]([C:28]2[C:29]3[CH:34]=[CH:33][CH:32]=[CH:31][C:30]=3[O:26][N:27]=2)=[O:36])[CH3:13])=[CH:8][CH:7]=1. (9) Given the reactants N1C=CC=CC=1NC1C=CC=CC=1C(N[C:13]1[CH:18]=[CH:17][C:16]([Br:19])=[CH:15][CH:14]=1)=O.[N+:24]([C:27]1[CH:39]=[CH:38][CH:37]=[CH:36][C:28]=1[NH:29][C:30]1[CH:35]=[CH:34][CH:33]=[CH:32][N:31]=1)([O-])=O.[C:40]1(C)C(C)=CC=CC=1, predict the reaction product. The product is: [N:31]1[CH:32]=[CH:33][CH:34]=[CH:35][C:30]=1[N:29]1[C:28]2[CH:36]=[CH:37][CH:38]=[CH:39][C:27]=2[N:24]=[C:40]1[C:13]1[CH:14]=[CH:15][C:16]([Br:19])=[CH:17][CH:18]=1. (10) Given the reactants [Cl:1][C:2]1[C:7]([CH3:8])=[C:6]([S:9](=[O:17])(=[O:16])[NH:10][C:11]([CH2:14][CH3:15])([CH3:13])[CH3:12])[CH:5]=[CH:4][C:3]=1[C:18]1[S:22][C:21]([C:23](O)=[O:24])=[N:20][C:19]=1[C:26]([N:28]1[CH2:33][CH2:32][CH:31]([CH3:34])[CH2:30][CH2:29]1)=[O:27].CN(C(ON1N=[N:50][C:45]2[CH:46]=[CH:47]C=N[C:44]1=2)=[N+](C)C)C.F[P-](F)(F)(F)(F)F.CCN(C(C)C)C(C)C, predict the reaction product. The product is: [Cl:1][C:2]1[C:7]([CH3:8])=[C:6]([S:9](=[O:16])(=[O:17])[NH:10][C:11]([CH2:14][CH3:15])([CH3:13])[CH3:12])[CH:5]=[CH:4][C:3]=1[C:18]1[S:22][C:21]([C:23]([NH:50][CH:45]2[CH2:44][CH2:6][S:9](=[O:17])(=[O:16])[CH2:47][CH2:46]2)=[O:24])=[N:20][C:19]=1[C:26]([N:28]1[CH2:29][CH2:30][CH:31]([CH3:34])[CH2:32][CH2:33]1)=[O:27].